This data is from Catalyst prediction with 721,799 reactions and 888 catalyst types from USPTO. The task is: Predict which catalyst facilitates the given reaction. (1) Reactant: [NH2:1][C:2]1[CH:7]=[CH:6][C:5]([C:8]2[N:12]([CH3:13])[C:11]([C:14]#[N:15])=[CH:10][CH:9]=2)=[C:4]([C:16]([F:19])([F:18])[F:17])[CH:3]=1.[CH:20]([S:23](Cl)(=[O:25])=[O:24])([CH3:22])[CH3:21].N1C=CC=CC=1. Product: [C:14]([C:11]1[N:12]([CH3:13])[C:8]([C:5]2[CH:6]=[CH:7][C:2]([NH:1][S:23]([CH:20]([CH3:22])[CH3:21])(=[O:25])=[O:24])=[CH:3][C:4]=2[C:16]([F:19])([F:17])[F:18])=[CH:9][CH:10]=1)#[N:15]. The catalyst class is: 6. (2) Product: [OH:24][CH2:1][C:2]1[S:3][C:4]2[CH:10]=[CH:9][C:8]([C:11]([NH:13][CH2:14][CH2:15][C:16]3[CH:17]=[CH:18][C:19]([CH3:22])=[CH:20][CH:21]=3)=[O:12])=[CH:7][C:5]=2[N:6]=1. Reactant: [CH3:1][C:2]1[S:3][C:4]2[CH:10]=[CH:9][C:8]([C:11]([NH:13][CH2:14][CH2:15][C:16]3[CH:21]=[CH:20][C:19]([CH3:22])=[CH:18][CH:17]=3)=[O:12])=[CH:7][C:5]=2[N:6]=1.[Se](=O)=[O:24].[BH4-].[Na+].C(O)(C(F)(F)F)=O. The catalyst class is: 169.